This data is from Full USPTO retrosynthesis dataset with 1.9M reactions from patents (1976-2016). The task is: Predict the reactants needed to synthesize the given product. (1) The reactants are: Cl[CH2:2][CH2:3][N:4]1[CH:8]=[CH:7][CH:6]=[CH:5]1.[CH3:9][NH2:10].C(O)C. Given the product [CH3:9][NH:10][CH2:2][CH2:3][N:4]1[CH:8]=[CH:7][CH:6]=[CH:5]1, predict the reactants needed to synthesize it. (2) Given the product [F:20][C:17]1[CH:18]=[CH:19][C:14]([C:13]2[N:12]=[C:11](/[CH:21]=[CH:22]/[C:23]3[CH:28]=[CH:27][C:26]([N:29]4[CH:33]=[C:32]([CH3:34])[N:31]=[CH:30]4)=[C:25]([O:35][CH3:36])[CH:24]=3)[N:10]3[CH2:4][CH2:5][NH:6][C:7](=[O:8])[C:9]=23)=[CH:15][CH:16]=1, predict the reactants needed to synthesize it. The reactants are: [H-].[Na+].Cl[CH2:4][CH2:5][NH:6][C:7]([C:9]1[N:10]=[C:11](/[CH:21]=[CH:22]/[C:23]2[CH:28]=[CH:27][C:26]([N:29]3[CH:33]=[C:32]([CH3:34])[N:31]=[CH:30]3)=[C:25]([O:35][CH3:36])[CH:24]=2)[NH:12][C:13]=1[C:14]1[CH:19]=[CH:18][C:17]([F:20])=[CH:16][CH:15]=1)=[O:8].C(OCC)(=O)C.O.C(=O)(O)[O-].[Na+]. (3) The reactants are: [CH3:1][O:2][C:3]1[CH:8]=[CH:7][C:6]([CH2:9][C:10](Cl)=[O:11])=[CH:5][CH:4]=1.C(N(CC)CC)C.[C:20]1([SH:26])[CH:25]=[CH:24][CH:23]=[CH:22][CH:21]=1.CCCC(C)C.C(OCC)(=O)C. Given the product [CH3:1][O:2][C:3]1[CH:8]=[CH:7][C:6]([CH2:9][C:10](=[O:11])[S:26][C:20]2[CH:25]=[CH:24][CH:23]=[CH:22][CH:21]=2)=[CH:5][CH:4]=1, predict the reactants needed to synthesize it. (4) The reactants are: Br[C:2]1[CH:7]=[CH:6][C:5]([C:8]([C:10]([C:12]2[CH:17]=[CH:16][C:15](Br)=[CH:14][CH:13]=2)=[O:11])=[O:9])=[CH:4][CH:3]=1.[Cu](C#N)[C:20]#[N:21].[CH3:24][N:25](C=O)C. Given the product [C:20]([C:2]1[CH:7]=[CH:6][C:5]([C:8]([C:10]([C:12]2[CH:17]=[CH:16][C:15]([C:24]#[N:25])=[CH:14][CH:13]=2)=[O:11])=[O:9])=[CH:4][CH:3]=1)#[N:21], predict the reactants needed to synthesize it. (5) Given the product [CH3:35][CH:34]([CH2:33][CH3:32])[CH2:37][N:6]1[CH2:11][CH2:10][CH:9]([O:12][C:13]2[CH:18]=[CH:17][C:16]([NH:19][C:20]([N:22]3[CH2:30][C:29]4[CH:28]=[CH:27][N:26]=[CH:25][C:24]=4[CH2:23]3)=[O:21])=[CH:15][CH:14]=2)[CH2:8][CH2:7]1, predict the reactants needed to synthesize it. The reactants are: C(=O)C(C)C.[NH:6]1[CH2:11][CH2:10][CH:9]([O:12][C:13]2[CH:18]=[CH:17][C:16]([NH:19][C:20]([N:22]3[CH2:30][C:29]4[CH:28]=[CH:27][N:26]=[CH:25][C:24]=4[CH2:23]3)=[O:21])=[CH:15][CH:14]=2)[CH2:8][CH2:7]1.N1C[CH:35]=[C:34]([C:37]2C=CC(NC(N3CC4C(=CC=CC=4)C3)=O)=CC=2)[CH2:33][CH2:32]1. (6) Given the product [NH:28]1[C:36]2[C:31](=[CH:32][CH:33]=[C:34]([NH:37][C:2]3[C:3]4[NH:18][N:17]=[CH:16][C:4]=4[N:5]=[C:6]([C:8]4[CH:13]=[CH:12][CH:11]=[CH:10][C:9]=4[O:14][CH3:15])[N:7]=3)[CH:35]=2)[CH:30]=[N:29]1, predict the reactants needed to synthesize it. The reactants are: Cl[C:2]1[C:3]2[C:4](=[CH:16][N:17](CC3C=CC(OC)=CC=3)[N:18]=2)[N:5]=[C:6]([C:8]2[CH:13]=[CH:12][CH:11]=[CH:10][C:9]=2[O:14][CH3:15])[N:7]=1.[NH:28]1[C:36]2[C:31](=[CH:32][CH:33]=[C:34]([NH2:37])[CH:35]=2)[CH:30]=[N:29]1.Cl. (7) Given the product [F:1][C:2]([F:21])([F:22])[O:3][C:4]1[CH:9]=[CH:8][C:7]([CH:10]([C:16]([OH:18])=[O:17])[C:11]([OH:13])=[O:12])=[CH:6][CH:5]=1, predict the reactants needed to synthesize it. The reactants are: [F:1][C:2]([F:22])([F:21])[O:3][C:4]1[CH:9]=[CH:8][C:7]([CH:10]([C:16]([O:18]CC)=[O:17])[C:11]([O:13]CC)=[O:12])=[CH:6][CH:5]=1.[OH-].[Na+].Cl.